Predict the product of the given reaction. From a dataset of Forward reaction prediction with 1.9M reactions from USPTO patents (1976-2016). (1) The product is: [O:1]1[C:6]2[CH:7]=[CH:8][C:9]([N:11]3[CH:30]=[C:25]([C:26]([OH:51])=[O:21])[N:13]=[C:12]3[C:14]3[CH:15]=[CH:16][C:17]([CH3:20])=[CH:18][CH:19]=3)=[CH:10][C:5]=2[O:4][CH2:3][CH2:2]1. Given the reactants [O:1]1[C:6]2[CH:7]=[CH:8][C:9]([NH:11][C:12]([C:14]3[CH:19]=[CH:18][C:17]([CH3:20])=[CH:16][CH:15]=3)=[NH:13])=[CH:10][C:5]=2[O:4][CH2:3][CH2:2]1.[O:21]1[C:26]2C=CC(N)=[CH:30][C:25]=2OCC1.C[Si]([N-][Si](C)(C)C)(C)C.[Na+].C1(C)C=CC(C#N)=CC=1.[O:51]1CCCC1, predict the reaction product. (2) Given the reactants [CH2:1]([O:3][C:4]([C:6]1[NH:7][C:8]2[C:13]([CH:14]=1)=[CH:12][C:11]([C:15](=O)[CH3:16])=[CH:10][CH:9]=2)=[O:5])[CH3:2].[NH:18]1[CH2:22][CH2:21][CH2:20][CH2:19]1.C(O[BH-](OC(=O)C)OC(=O)C)(=O)C.[Na+].C(O)(=O)C.S([O-])([O-])(=O)=O.[Mg+2], predict the reaction product. The product is: [CH2:1]([O:3][C:4]([C:6]1[NH:7][C:8]2[C:13]([CH:14]=1)=[CH:12][C:11]([CH:15]([N:18]1[CH2:22][CH2:21][CH2:20][CH2:19]1)[CH3:16])=[CH:10][CH:9]=2)=[O:5])[CH3:2]. (3) Given the reactants C([O:3][C:4]([N:6]1[CH2:12][CH2:11][N:10]([O:13][CH3:14])[CH2:9][CH2:8][N:7]1[C:15](=[O:26])[CH2:16][C:17]1[C:22]([CH3:23])=[CH:21][C:20]([CH3:24])=[CH:19][C:18]=1[CH3:25])=O)C.CC(C)([O-])C.[K+], predict the reaction product. The product is: [CH3:14][O:13][N:10]1[CH2:9][CH2:8][N:7]2[C:15](=[O:26])[CH:16]([C:17]3[C:22]([CH3:23])=[CH:21][C:20]([CH3:24])=[CH:19][C:18]=3[CH3:25])[C:4](=[O:3])[N:6]2[CH2:12][CH2:11]1. (4) Given the reactants [NH:1]1[CH:5]=[CH:4][N:3]=[C:2]1[CH2:6][N:7]([CH2:13][C:14]1[N:15]([CH3:19])[CH:16]=[CH:17][N:18]=1)[CH2:8][CH2:9][CH2:10][CH2:11][NH2:12].[CH2:20]([N:23]([CH2:27][C:28]1[CH:35]=[CH:34][C:31]([CH:32]=O)=[CH:30][CH:29]=1)[CH2:24][CH2:25][CH3:26])[CH2:21][CH3:22].C(OC)(OC)OC.[BH4-].[Na+], predict the reaction product. The product is: [CH2:20]([N:23]([CH2:27][C:28]1[CH:35]=[CH:34][C:31]([CH2:32][NH:12][CH2:11][CH2:10][CH2:9][CH2:8][N:7]([CH2:6][C:2]2[NH:1][CH:5]=[CH:4][N:3]=2)[CH2:13][C:14]2[N:15]([CH3:19])[CH:16]=[CH:17][N:18]=2)=[CH:30][CH:29]=1)[CH2:24][CH2:25][CH3:26])[CH2:21][CH3:22]. (5) Given the reactants Cl.[F:2][C:3]1[CH:4]=[C:5]([CH:43]=[CH:44][CH:45]=1)[CH2:6][N:7]1[CH:11]=[C:10]([C:12]2[C:20]3[C:15](=[N:16][CH:17]=[C:18]([C:21]4[CH:26]=[CH:25][C:24]([CH:27]5[CH2:32][CH2:31][NH:30][CH2:29][CH2:28]5)=[CH:23][CH:22]=4)[CH:19]=3)[N:14]([S:33]([C:36]3[CH:42]=[CH:41][C:39]([CH3:40])=[CH:38][CH:37]=3)(=[O:35])=[O:34])[CH:13]=2)[CH:9]=[N:8]1.[CH3:46][C@H:47]1[CH2:49][O:48]1.CCN(C(C)C)C(C)C, predict the reaction product. The product is: [F:2][C:3]1[CH:4]=[C:5]([CH:43]=[CH:44][CH:45]=1)[CH2:6][N:7]1[CH:11]=[C:10]([C:12]2[C:20]3[C:15](=[N:16][CH:17]=[C:18]([C:21]4[CH:22]=[CH:23][C:24]([CH:27]5[CH2:28][CH2:29][N:30]([CH2:46][C@@H:47]([OH:48])[CH3:49])[CH2:31][CH2:32]5)=[CH:25][CH:26]=4)[CH:19]=3)[N:14]([S:33]([C:36]3[CH:37]=[CH:38][C:39]([CH3:40])=[CH:41][CH:42]=3)(=[O:34])=[O:35])[CH:13]=2)[CH:9]=[N:8]1. (6) Given the reactants I[C:2]1[C:3]([NH:11][CH:12]([CH3:14])[CH3:13])=[N:4][C:5]([S:9][CH3:10])=[N:6][C:7]=1[CH3:8].[C:15]([O:19][CH2:20][CH3:21])(=[O:18])[CH:16]=[CH2:17].C(N(CC)CC)C.C1(C)C=CC=CC=1P(C1C=CC=CC=1C)C1C=CC=CC=1C, predict the reaction product. The product is: [CH:12]([NH:11][C:3]1[C:2](/[CH:17]=[CH:16]/[C:15]([O:19][CH2:20][CH3:21])=[O:18])=[C:7]([CH3:8])[N:6]=[C:5]([S:9][CH3:10])[N:4]=1)([CH3:14])[CH3:13]. (7) Given the reactants [CH:1]1([C:4]2[N:9]3[N:10]=[CH:11][C:12]([C:13]([OH:15])=O)=[C:8]3[N:7]=[C:6]([C:16]3[CH:21]=[CH:20][C:19]([C:22]([F:25])([F:24])[F:23])=[CH:18][CH:17]=3)[CH:5]=2)[CH2:3][CH2:2]1.O[NH:27][C:28](=[NH:39])[C:29]1[CH:34]=[CH:33][C:32]([S:35](=[O:38])(=[O:37])[NH2:36])=[CH:31][CH:30]=1, predict the reaction product. The product is: [CH:1]1([C:4]2[N:9]3[N:10]=[CH:11][C:12]([C:13]4[O:15][N:39]=[C:28]([C:29]5[CH:30]=[CH:31][C:32]([S:35]([NH2:36])(=[O:37])=[O:38])=[CH:33][CH:34]=5)[N:27]=4)=[C:8]3[N:7]=[C:6]([C:16]3[CH:21]=[CH:20][C:19]([C:22]([F:25])([F:24])[F:23])=[CH:18][CH:17]=3)[CH:5]=2)[CH2:2][CH2:3]1. (8) Given the reactants [C:1](Cl)([C:14]1[CH:19]=[CH:18][CH:17]=[CH:16][CH:15]=1)([C:8]1[CH:13]=[CH:12][CH:11]=[CH:10][CH:9]=1)[C:2]1[CH:7]=[CH:6][CH:5]=[CH:4][CH:3]=1.[CH3:21][C:22]1[NH:23][CH:24]=[C:25]([CH3:27])[N:26]=1.C(N(CC)CC)C, predict the reaction product. The product is: [CH3:21][C:22]1[N:23]([C:1]([C:14]2[CH:19]=[CH:18][CH:17]=[CH:16][CH:15]=2)([C:8]2[CH:13]=[CH:12][CH:11]=[CH:10][CH:9]=2)[C:2]2[CH:7]=[CH:6][CH:5]=[CH:4][CH:3]=2)[CH:24]=[C:25]([CH3:27])[N:26]=1.